From a dataset of Reaction yield outcomes from USPTO patents with 853,638 reactions. Predict the reaction yield, written as a fraction of the theoretical maximum amount of product (1.0 means a 100% yield; for example, 0.34 means a 34% yield). The reactants are [OH:1][C:2]1[CH:7]=[CH:6][C:5]([C:8]([C:10]2[CH:15]=[CH:14][CH:13]=[CH:12][C:11]=2[SH:16])=O)=[CH:4][CH:3]=1.C([SiH](CC)CC)C.C(O)(C(F)(F)F)=O.O. The catalyst is CCCCCC.C(OCC)(=O)C. The product is [SH:16][C:11]1[CH:12]=[CH:13][CH:14]=[CH:15][C:10]=1[CH2:8][C:5]1[CH:4]=[CH:3][C:2]([OH:1])=[CH:7][CH:6]=1. The yield is 0.880.